Dataset: Reaction yield outcomes from USPTO patents with 853,638 reactions. Task: Predict the reaction yield, written as a fraction of the theoretical maximum amount of product (1.0 means a 100% yield; for example, 0.34 means a 34% yield). (1) The reactants are [NH2:1][CH2:2][CH2:3][O:4][CH2:5][CH2:6][NH:7][C:8](=[O:14])[O:9][C:10]([CH3:13])([CH3:12])[CH3:11].[C:15](O)(=[O:23])[C:16]1[C:17](=[CH:19][CH:20]=[CH:21][CH:22]=1)[OH:18].CCN=C=NCCCN(C)C. The catalyst is C(Cl)Cl. The product is [OH:18][C:17]1[CH:19]=[CH:20][CH:21]=[CH:22][C:16]=1[C:15]([NH:1][CH2:2][CH2:3][O:4][CH2:5][CH2:6][NH:7][C:8](=[O:14])[O:9][C:10]([CH3:11])([CH3:13])[CH3:12])=[O:23]. The yield is 0.330. (2) The reactants are B(Br)(Br)[Br:2].Cl.[C:6]1([C:27]2[CH:32]=[CH:31][CH:30]=[CH:29][CH:28]=2)[CH:11]=[CH:10][C:9]([CH2:12][CH2:13][NH:14][CH2:15][CH2:16][C:17]2[CH:22]=[CH:21][C:20]([O:23]C)=[C:19]([O:25]C)[CH:18]=2)=[CH:8][CH:7]=1. The catalyst is C(Cl)Cl. The product is [BrH:2].[C:6]1([C:27]2[CH:28]=[CH:29][CH:30]=[CH:31][CH:32]=2)[CH:7]=[CH:8][C:9]([CH2:12][CH2:13][NH:14][CH2:15][CH2:16][C:17]2[CH:18]=[C:19]([OH:25])[C:20]([OH:23])=[CH:21][CH:22]=2)=[CH:10][CH:11]=1. The yield is 0.750. (3) The yield is 0.800. The catalyst is C1COCC1. The product is [O:28]1[CH2:29][C@@H:27]1[CH2:26][N:2]1[CH2:3][CH2:4][C:5]2[C:10](=[CH:9][CH:8]=[CH:7][CH:6]=2)[CH2:1]1. The reactants are [CH2:1]1[C:10]2[C:5](=[CH:6][CH:7]=[CH:8][CH:9]=2)[CH2:4][CH2:3][NH:2]1.[F-].[K+].[N+](C1C=C(S(O[CH2:26][C@H:27]2[CH2:29][O:28]2)(=O)=O)C=CC=1)([O-])=O. (4) The reactants are Cl[C:2]1[C:7]([CH:8]=[O:9])=[C:6]([N:10]2[CH2:23][CH2:22][N:13]3[C:14]4[CH2:15][CH2:16][CH2:17][CH2:18][C:19]=4[C:20]([F:21])=[C:12]3[C:11]2=[O:24])[N:5]=[CH:4][CH:3]=1.[CH3:25][N:26]1[CH:31]=[C:30](B2OC(C)(C)C(C)(C)O2)[CH:29]=[C:28]([NH:41][C:42]2[CH:47]=[CH:46][CH:45]=[CH:44][N:43]=2)[C:27]1=[O:48].C([O-])(=O)C.[Na+].[O-]P([O-])([O-])=O.[K+].[K+].[K+]. The catalyst is C1C=CC(P(C2C=CC=CC=2)[C-]2C=CC=C2)=CC=1.C1C=CC(P(C2C=CC=CC=2)[C-]2C=CC=C2)=CC=1.Cl[Pd]Cl.[Fe+2].O.C(#N)C. The product is [F:21][C:20]1[C:19]2[CH2:18][CH2:17][CH2:16][CH2:15][C:14]=2[N:13]2[CH2:22][CH2:23][N:10]([C:6]3[N:5]=[CH:4][CH:3]=[C:2]([C:30]4[CH:29]=[C:28]([NH:41][C:42]5[CH:47]=[CH:46][CH:45]=[CH:44][N:43]=5)[C:27](=[O:48])[N:26]([CH3:25])[CH:31]=4)[C:7]=3[CH:8]=[O:9])[C:11](=[O:24])[C:12]=12. The yield is 0.610. (5) The reactants are [NH:1]1[CH2:6][CH2:5][CH2:4][CH2:3][CH:2]1[CH2:7][OH:8].CN(C=O)C.N1C=CN=C1.[Si:19](Cl)([C:22]([CH3:25])([CH3:24])[CH3:23])([CH3:21])[CH3:20]. The catalyst is C(Cl)(Cl)Cl. The product is [Si:19]([O:8][CH2:7][CH:2]1[CH2:3][CH2:4][CH2:5][CH2:6][NH:1]1)([C:22]([CH3:25])([CH3:24])[CH3:23])([CH3:21])[CH3:20]. The yield is 0.920.